From a dataset of Forward reaction prediction with 1.9M reactions from USPTO patents (1976-2016). Predict the product of the given reaction. (1) Given the reactants [Br:1][C:2]1[CH:7]=[CH:6][C:5]([OH:8])=[CH:4][C:3]=1[Cl:9].[H-].[Na+].[CH2:12](Cl)[C:13]1[CH:18]=[CH:17][CH:16]=[CH:15][CH:14]=1, predict the reaction product. The product is: [Br:1][C:2]1[CH:7]=[CH:6][C:5]([O:8][CH2:12][C:13]2[CH:18]=[CH:17][CH:16]=[CH:15][CH:14]=2)=[CH:4][C:3]=1[Cl:9]. (2) Given the reactants Cl[CH2:2][C:3](Cl)=[O:4].[NH2:6][C:7]1[CH:8]=[C:9]([C:18](=[O:20])[CH3:19])[CH:10]=[C:11]([C:14]([CH3:17])([CH3:16])[CH3:15])[C:12]=1[OH:13].C(=O)([O-])O.[Na+].C(=O)([O-])[O-].[K+].[K+], predict the reaction product. The product is: [C:18]([C:9]1[CH:10]=[C:11]([C:14]([CH3:16])([CH3:15])[CH3:17])[C:12]2[O:13][CH2:2][C:3](=[O:4])[NH:6][C:7]=2[CH:8]=1)(=[O:20])[CH3:19]. (3) Given the reactants Cl.[NH2:2][C@H:3]1[CH2:7][CH2:6][CH2:5][C@@H:4]1[NH:8][C:9](=[O:22])[C:10]1[CH:15]=[CH:14][CH:13]=[CH:12][C:11]=1[C:16]1[O:20][N:19]=[C:18]([CH3:21])[N:17]=1.CCN(C(C)C)C(C)C.Cl[C:33]1[O:34][C:35]2[CH:41]=[C:40]([F:42])[CH:39]=[CH:38][C:36]=2[N:37]=1, predict the reaction product. The product is: [F:42][C:40]1[CH:39]=[CH:38][C:36]2[N:37]=[C:33]([NH:2][C@H:3]3[CH2:7][CH2:6][CH2:5][C@@H:4]3[NH:8][C:9](=[O:22])[C:10]3[CH:15]=[CH:14][CH:13]=[CH:12][C:11]=3[C:16]3[O:20][N:19]=[C:18]([CH3:21])[N:17]=3)[O:34][C:35]=2[CH:41]=1.